This data is from Drug-target binding data from BindingDB using Ki measurements. The task is: Regression. Given a target protein amino acid sequence and a drug SMILES string, predict the binding affinity score between them. We predict pKi (pKi = -log10(Ki in M); higher means stronger inhibition). Dataset: bindingdb_ki. The compound is CCc1cc(Nc2cc(=O)n(CCCCO)c(=O)[nH]2)ccc1C. The target protein (P54098) has sequence MSRLLWRKVAGATVGPGPVPAPGRWVSSSVPASDPSDGQRRRQQQQQQQQQQQQQPQQPQVLSSEGGQLRHNPLDIQMLSRGLHEQIFGQGGEMPGEAAVRRSVEHLQKHGLWGQPAVPLPDVELRLPPLYGDNLDQHFRLLAQKQSLPYLEAANLLLQAQLPPKPPAWAWAEGWTRYGPEGEAVPVAIPEERALVFDVEVCLAEGTCPTLAVAISPSAWYSWCSQRLVEERYSWTSQLSPADLIPLEVPTGASSPTQRDWQEQLVVGHNVSFDRAHIREQYLIQGSRMRFLDTMSMHMAISGLSSFQRSLWIAAKQGKHKVQPPTKQGQKSQRKARRGPAISSWDWLDISSVNSLAEVHRLYVGGPPLEKEPRELFVKGTMKDIRENFQDLMQYCAQDVWATHEVFQQQLPLFLERCPHPVTLAGMLEMGVSYLPVNQNWERYLAEAQGTYEELQREMKKSLMDLANDACQLLSGERYKEDPWLWDLEWDLQEFKQKKA.... The pKi is 3.0.